This data is from Forward reaction prediction with 1.9M reactions from USPTO patents (1976-2016). The task is: Predict the product of the given reaction. (1) Given the reactants [CH3:1][C:2]1[CH:3]=[C:4]([CH:10]=[CH:11][C:12]([O:14][C:15]([CH3:18])([CH3:17])[CH3:16])=[O:13])[CH:5]=[CH:6][C:7]=1[C:8]#[N:9].[H][H], predict the reaction product. The product is: [CH3:1][C:2]1[CH:3]=[C:4]([CH2:10][CH2:11][C:12]([O:14][C:15]([CH3:18])([CH3:17])[CH3:16])=[O:13])[CH:5]=[CH:6][C:7]=1[C:8]#[N:9]. (2) Given the reactants [CH2:1]([O:8][C@H:9]1[C@H:14]([O:15][CH2:16][C:17]2[CH:22]=[CH:21][CH:20]=[CH:19][CH:18]=2)[C@@H:13]([O:23][CH2:24][C:25]2[CH:30]=[CH:29][CH:28]=[CH:27][CH:26]=2)[C@@:12]([C:33]2[CH:38]=[CH:37][C:36]([Cl:39])=[C:35]([CH2:40][C:41]3[CH:46]=[CH:45][C:44]([O:47][CH2:48][CH3:49])=[CH:43][CH:42]=3)[CH:34]=2)([O:31][CH3:32])[O:11][C@@H:10]1[CH:50]=[O:51])[C:2]1[CH:7]=[CH:6][CH:5]=[CH:4][CH:3]=1.N12CCCN=C1CCCCC2.[CH2:63]=[O:64], predict the reaction product. The product is: [CH2:1]([O:8][C@H:9]1[C@H:14]([O:15][CH2:16][C:17]2[CH:18]=[CH:19][CH:20]=[CH:21][CH:22]=2)[C@@H:13]([O:23][CH2:24][C:25]2[CH:30]=[CH:29][CH:28]=[CH:27][CH:26]=2)[C@@:12]([C:33]2[CH:38]=[CH:37][C:36]([Cl:39])=[C:35]([CH2:40][C:41]3[CH:42]=[CH:43][C:44]([O:47][CH2:48][CH3:49])=[CH:45][CH:46]=3)[CH:34]=2)([O:31][CH3:32])[O:11][C@@:10]1([CH2:63][OH:64])[CH:50]=[O:51])[C:2]1[CH:7]=[CH:6][CH:5]=[CH:4][CH:3]=1. (3) Given the reactants Cl.[O:2]1[CH2:7][CH2:6]OCC1.[CH2:8]1[CH2:12]O[CH2:10][CH2:9]1.[CH:13]([OH:16])([CH3:15])[CH3:14], predict the reaction product. The product is: [OH:16][C:13]1[CH:15]=[C:9]([CH3:10])[CH:8]=[CH:12][C:14]=1[CH2:6][CH2:7][OH:2]. (4) The product is: [CH3:1][O:2][C:3]([C:5]1[S:9][CH:8]=[N:7][C:6]=1[NH2:14])=[O:4]. Given the reactants [CH3:1][O:2][C:3]([C:5]1[S:9][C:8](S(C)(=O)=O)=[N:7][C:6]=1[NH2:14])=[O:4].C1COCC1.[BH4-].[Na+].C(OCC)(=O)C, predict the reaction product. (5) Given the reactants [CH:1]1([C:4]([C:6]2[CH:11]=[CH:10][C:9]([C:12]([CH3:17])([CH3:16])[C:13](N)=[O:14])=[CH:8][CH:7]=2)=[O:5])[CH2:3][CH2:2]1.[CH2:18]([OH:20])[CH3:19], predict the reaction product. The product is: [CH:1]1([C:4]([C:6]2[CH:11]=[CH:10][C:9]([C:12]([CH3:17])([CH3:16])[C:13]([O:20][CH2:18][CH3:19])=[O:14])=[CH:8][CH:7]=2)=[O:5])[CH2:3][CH2:2]1. (6) Given the reactants [CH2:1]([C@@H:8]1[CH2:12][O:11][C:10](=[O:13])[N:9]1[C:14](=[O:23])[CH2:15][C:16]1[CH:21]=[CH:20][CH:19]=[C:18]([Cl:22])[CH:17]=1)[C:2]1[CH:7]=[CH:6][CH:5]=[CH:4][CH:3]=1.CCN(C(C)C)C(C)C.CO[CH:35]1[N:39]([C:40]([O:42][C:43]([CH3:46])([CH3:45])[CH3:44])=[O:41])[C:38]([CH3:48])([CH3:47])[CH2:37][CH2:36]1, predict the reaction product. The product is: [CH2:1]([C@@H:8]1[CH2:12][O:11][C:10](=[O:13])[N:9]1[C:14](=[O:23])[C@H:15]([C@H:35]1[N:39]([C:40]([O:42][C:43]([CH3:46])([CH3:45])[CH3:44])=[O:41])[C:38]([CH3:48])([CH3:47])[CH2:37][CH2:36]1)[C:16]1[CH:21]=[CH:20][CH:19]=[C:18]([Cl:22])[CH:17]=1)[C:2]1[CH:7]=[CH:6][CH:5]=[CH:4][CH:3]=1. (7) Given the reactants [F:1][C:2]1[CH:3]=[C:4]([CH:28]=[C:29]([F:31])[CH:30]=1)[CH2:5][C@H:6]([NH:20]C(=O)OC(C)(C)C)[C@H:7]([OH:19])[CH2:8][NH:9][CH2:10][C:11]1[CH:16]=[CH:15][CH:14]=[C:13]([O:17][CH3:18])[CH:12]=1.[F:32][C:33]([F:38])([F:37])[C:34]([OH:36])=[O:35], predict the reaction product. The product is: [F:32][C:33]([F:38])([F:37])[C:34]([OH:36])=[O:35].[NH2:20][C@@H:6]([CH2:5][C:4]1[CH:28]=[C:29]([F:31])[CH:30]=[C:2]([F:1])[CH:3]=1)[C@H:7]([OH:19])[CH2:8][NH:9][CH2:10][C:11]1[CH:16]=[CH:15][CH:14]=[C:13]([O:17][CH3:18])[CH:12]=1.